This data is from Forward reaction prediction with 1.9M reactions from USPTO patents (1976-2016). The task is: Predict the product of the given reaction. Given the reactants C([O:3][C:4](=[O:15])[CH2:5][S:6][C:7]1[CH:12]=[CH:11][C:10]([OH:13])=[CH:9][C:8]=1[CH3:14])C.[C:16]([C:24]1[CH:41]=[C:40]([CH2:42][CH3:43])[CH:39]=[CH:38][C:25]=1[O:26][CH:27]([CH2:35][CH2:36][CH3:37])[CH2:28][CH2:29]OS(C)(=O)=O)(=[O:23])[C:17]1[CH:22]=[CH:21][CH:20]=[CH:19][CH:18]=1.C([O-])([O-])=O.[Cs+].[Cs+].[OH-].[Na+].Cl, predict the reaction product. The product is: [C:16]([C:24]1[CH:41]=[C:40]([CH2:42][CH3:43])[CH:39]=[CH:38][C:25]=1[O:26][CH:27]([CH2:35][CH2:36][CH3:37])[CH2:28][CH2:29][O:13][C:10]1[CH:11]=[CH:12][C:7]([S:6][CH2:5][C:4]([OH:3])=[O:15])=[C:8]([CH3:14])[CH:9]=1)(=[O:23])[C:17]1[CH:18]=[CH:19][CH:20]=[CH:21][CH:22]=1.